Dataset: Full USPTO retrosynthesis dataset with 1.9M reactions from patents (1976-2016). Task: Predict the reactants needed to synthesize the given product. (1) Given the product [Br:11][C:4]1[C:3]2[C:7](=[CH:8][CH:9]=[CH:10][C:2]=2[F:1])[NH:6][N:5]=1, predict the reactants needed to synthesize it. The reactants are: [F:1][C:2]1[CH:10]=[CH:9][CH:8]=[C:7]2[C:3]=1[CH:4]=[N:5][NH:6]2.[Br:11]Br.S(=O)(O)[O-].[Na+]. (2) Given the product [C:2]1([CH3:19])[CH:3]=[CH:4][C:5]([S:8]([N:11]2[CH2:18][CH2:17][CH2:16][C@H:12]2[C:13]([NH:25][C@H:24]([C:23]([OH:29])=[O:22])[CH:26]([CH3:28])[CH3:27])=[O:15])(=[O:9])=[O:10])=[CH:6][CH:7]=1, predict the reactants needed to synthesize it. The reactants are: O.[C:2]1([CH3:19])[CH:7]=[CH:6][C:5]([S:8]([N:11]2[CH2:18][CH2:17][CH2:16][C@H:12]2[C:13]([OH:15])=O)(=[O:10])=[O:9])=[CH:4][CH:3]=1.Cl.C[O:22][C:23](=[O:29])[C@H:24]([CH:26]([CH3:28])[CH3:27])[NH2:25].[Li+].[OH-]. (3) Given the product [C:18]([C:20]1[N:24]([CH3:25])[C:23]([C:2]2[CH:7]=[CH:6][C:5]([S:8]([NH:11][CH:12]3[CH2:17][CH2:16][CH2:15][CH2:14][CH2:13]3)(=[O:10])=[O:9])=[CH:4][CH:3]=2)=[CH:22][CH:21]=1)#[N:19], predict the reactants needed to synthesize it. The reactants are: Br[C:2]1[CH:7]=[CH:6][C:5]([S:8]([NH:11][CH:12]2[CH2:17][CH2:16][CH2:15][CH2:14][CH2:13]2)(=[O:10])=[O:9])=[CH:4][CH:3]=1.[C:18]([C:20]1[N:24]([CH3:25])[C:23](B(O)O)=[CH:22][CH:21]=1)#[N:19].[F-].[K+].C(P(C(C)(C)C)C(C)(C)C)(C)(C)C. (4) Given the product [CH3:9][N:10]([CH3:11])[S:5]([CH2:4][CH2:3][CH2:2][Cl:1])(=[O:7])=[O:6], predict the reactants needed to synthesize it. The reactants are: [Cl:1][CH2:2][CH2:3][CH2:4][S:5](Cl)(=[O:7])=[O:6].[CH3:9][NH:10][CH3:11]. (5) Given the product [CH3:22][CH:20]([Si:4]([CH:2]([CH3:3])[CH3:1])([CH:23]([CH3:25])[CH3:24])[O:5][CH2:6][C:7]#[C:8][C:9]1[N:17]2[C:12]([CH:13]=[CH:14][CH:15]=[CH:16]2)=[CH:11][C:10]=1[CH:18]=[O:19])[CH3:21], predict the reactants needed to synthesize it. The reactants are: [CH3:1][CH:2]([Si:4]([CH:23]([CH3:25])[CH3:24])([CH:20]([CH3:22])[CH3:21])[O:5][CH2:6][C:7]#[C:8][C:9]1[N:17]2[C:12]([CH:13]=[CH:14][CH:15]=[CH:16]2)=[CH:11][C:10]=1[CH2:18][OH:19])[CH3:3]. (6) Given the product [Cl:1][C:2]1[N:3]=[C:4]([C:9]([NH:11][C:12]2[CH:17]=[CH:16][C:15]([C:18]3[O:19][C:20]([CH3:27])=[C:21]([C:23]([OH:25])=[O:24])[N:22]=3)=[CH:14][CH:13]=2)=[O:10])[NH:5][C:6]=1[CH2:7][CH3:8], predict the reactants needed to synthesize it. The reactants are: [Cl:1][C:2]1[N:3]=[C:4]([C:9]([NH:11][C:12]2[CH:17]=[CH:16][C:15]([C:18]3[O:19][C:20]([CH3:27])=[C:21]([C:23]([O:25]C)=[O:24])[N:22]=3)=[CH:14][CH:13]=2)=[O:10])[NH:5][C:6]=1[CH2:7][CH3:8].[OH-].[Li+].CO.